From a dataset of Full USPTO retrosynthesis dataset with 1.9M reactions from patents (1976-2016). Predict the reactants needed to synthesize the given product. Given the product [NH2:20][C:19]([C:17]1[CH:18]=[C:13]([Br:12])[CH:14]=[CH:15][C:16]=1[F:36])([CH:33]([F:34])[F:35])[CH2:23][N:37]1[CH:41]=[CH:40][N:39]=[C:38]1[C:42]([O:44][CH2:45][CH3:46])=[O:43], predict the reactants needed to synthesize it. The reactants are: N12CCCN=C1CCCCC2.[Br:12][C:13]1[CH:14]=[CH:15][C:16]([F:36])=[C:17]([C:19]2([CH:33]([F:35])[F:34])[CH2:23]OS(=O)(=O)[N:20]2C(OC(C)(C)C)=O)[CH:18]=1.[NH:37]1[CH:41]=[CH:40][N:39]=[C:38]1[C:42]([O:44][CH2:45][CH3:46])=[O:43].